From a dataset of Forward reaction prediction with 1.9M reactions from USPTO patents (1976-2016). Predict the product of the given reaction. (1) Given the reactants [Cl:1][C:2]1[CH:3]=[C:4]([C:9]2([C:22]([F:25])([F:24])[F:23])[O:13][N:12]=[C:11]([C:14]3[CH:15]=[CH:16][C:17]([CH3:21])=[C:18]([CH:20]=3)[NH2:19])[CH2:10]2)[CH:5]=[C:6]([Cl:8])[CH:7]=1.[Cl:26][C:27]1[CH:35]=[CH:34][CH:33]=[CH:32][C:28]=1[C:29](O)=[O:30].Cl.C(N(CC)CCCN=C=NCC)C.C(=O)([O-])O.[Na+], predict the reaction product. The product is: [Cl:1][C:2]1[CH:3]=[C:4]([C:9]2([C:22]([F:23])([F:25])[F:24])[O:13][N:12]=[C:11]([C:14]3[CH:15]=[CH:16][C:17]([CH3:21])=[C:18]([NH:19][C:29](=[O:30])[C:28]4[CH:32]=[CH:33][CH:34]=[CH:35][C:27]=4[Cl:26])[CH:20]=3)[CH2:10]2)[CH:5]=[C:6]([Cl:8])[CH:7]=1. (2) The product is: [CH:1]1([C:7]2[CH:31]=[CH:30][CH:29]=[C:28]3[C:8]=2[CH:9]=[C:10]2[C:16]4[CH:17]=[C:18]([C:21]([NH:37][S:34]([N:33]([CH3:38])[CH3:32])(=[O:36])=[O:35])=[O:22])[CH:19]=[CH:20][C:15]=4[N:14]4[CH2:24][C:25]([CH3:27])=[N:26][C:13]4=[CH:12][N:11]23)[CH2:2][CH2:3][CH2:4][CH2:5][CH2:6]1. Given the reactants [CH:1]1([C:7]2[CH:31]=[CH:30][CH:29]=[C:28]3[C:8]=2[CH:9]=[C:10]2[C:16]4[CH:17]=[C:18]([C:21](O)=[O:22])[CH:19]=[CH:20][C:15]=4[N:14]4[CH2:24][C:25]([CH3:27])=[N:26][C:13]4=[CH:12][N:11]23)[CH2:6][CH2:5][CH2:4][CH2:3][CH2:2]1.[CH3:32][N:33]([CH3:38])[S:34]([NH2:37])(=[O:36])=[O:35].CCN=C=NCCCN(C)C.Cl, predict the reaction product. (3) Given the reactants [OH:1][C:2]12[CH2:11][CH:6]3[CH2:7][CH:8]([CH2:10][CH:4]([C:5]3=[O:12])[CH2:3]1)[CH2:9]2.[BH4-].[Na+].Cl, predict the reaction product. The product is: [C:2]12([OH:1])[CH2:11][CH:6]3[CH2:7][CH:8]([CH2:10][CH:4]([CH:5]3[OH:12])[CH2:3]1)[CH2:9]2. (4) Given the reactants [F:1][C:2]1[C:35]([F:36])=[CH:34][CH:33]=[CH:32][C:3]=1[CH2:4][S:5][C:6]1[N:11]=[C:10]([O:12][C@H:13]([CH3:19])[C:14](OCC)=[O:15])[CH:9]=[C:8]([NH:20][S:21]([N:24]2[CH2:29][CH2:28][N:27]([CH2:30][CH3:31])[CH2:26][CH2:25]2)(=[O:23])=[O:22])[N:7]=1.[Li+].[BH4-].[NH4+].[Cl-], predict the reaction product. The product is: [F:1][C:2]1[C:35]([F:36])=[CH:34][CH:33]=[CH:32][C:3]=1[CH2:4][S:5][C:6]1[N:7]=[C:8]([NH:20][S:21]([N:24]2[CH2:25][CH2:26][N:27]([CH2:30][CH3:31])[CH2:28][CH2:29]2)(=[O:22])=[O:23])[CH:9]=[C:10]([O:12][C@H:13]([CH3:19])[CH2:14][OH:15])[N:11]=1. (5) Given the reactants [CH2:1]([CH:9]1[C:21]2[CH:20]=[CH:19][CH:18]=[CH:17][C:16]=2[C:15]2[C:10]1=[CH:11][CH:12]=[CH:13][CH:14]=2)[CH2:2][CH2:3][CH2:4][CH2:5][CH2:6][CH2:7][CH3:8].C([Li])CCC.CCCCCC.[Br:33][CH2:34][CH2:35][CH2:36]Br, predict the reaction product. The product is: [Br:33][CH2:34][CH2:35][CH2:36][C:9]1([CH2:1][CH2:2][CH2:3][CH2:4][CH2:5][CH2:6][CH2:7][CH3:8])[C:21]2[CH:20]=[CH:19][CH:18]=[CH:17][C:16]=2[C:15]2[C:10]1=[CH:11][CH:12]=[CH:13][CH:14]=2. (6) Given the reactants [C:1]([O:5][C:6]([N:8]1[C@H:13]([CH3:14])[CH2:12][N:11]([C:15](OCC2C=CC=CC=2)=O)[C@@H:10]([CH2:25][OH:26])[CH2:9]1)=[O:7])([CH3:4])([CH3:3])[CH3:2].C(=O)[C:28]1[CH:33]=[CH:32][CH:31]=[CH:30][CH:29]=1.C(O[BH-](OC(=O)C)OC(=O)C)(=O)C.[Na+].ClCCCl, predict the reaction product. The product is: [C:1]([O:5][C:6]([N:8]1[CH2:9][C@H:10]([CH2:25][OH:26])[N:11]([CH2:15][C:28]2[CH:33]=[CH:32][CH:31]=[CH:30][CH:29]=2)[CH2:12][C@H:13]1[CH3:14])=[O:7])([CH3:2])([CH3:3])[CH3:4]. (7) Given the reactants Br[C:2]1[CH:3]=[C:4]([CH3:8])[CH:5]=[CH:6][CH:7]=1.[C:9]1([CH3:17])[CH:14]=[CH:13][CH:12]=[C:11]([CH:15]=[O:16])[CH:10]=1.[Li]CCCC, predict the reaction product. The product is: [CH3:17][C:9]1[CH:10]=[C:11]([CH:15]([C:2]2[CH:7]=[CH:6][CH:5]=[C:4]([CH3:8])[CH:3]=2)[OH:16])[CH:12]=[CH:13][CH:14]=1. (8) The product is: [NH2:48][C@H:49]1[CH2:53][CH2:52][N:51]([C:21]2[N:20]=[CH:19][C:18]([N:16]([CH3:17])[C:14](=[O:15])[C:13]([C:5]3[CH:4]=[C:3]([C:2]([F:36])([F:35])[F:1])[CH:8]=[C:7]([C:9]([F:12])([F:11])[F:10])[CH:6]=3)([CH3:34])[CH3:33])=[C:23]([C:24]3[CH:29]=[CH:28][C:27]([F:30])=[CH:26][C:25]=3[CH3:31])[CH:22]=2)[CH2:50]1. Given the reactants [F:1][C:2]([F:36])([F:35])[C:3]1[CH:4]=[C:5]([C:13]([CH3:34])([CH3:33])[C:14]([N:16]([C:18]2[CH:19]=[N:20][C:21](Cl)=[CH:22][C:23]=2[C:24]2[CH:29]=[CH:28][C:27]([F:30])=[CH:26][C:25]=2[CH3:31])[CH3:17])=[O:15])[CH:6]=[C:7]([C:9]([F:12])([F:11])[F:10])[CH:8]=1.C(=O)([O-])[O-].[K+].[K+].Cl.FC(F)(F)C([NH:48][C@H:49]1[CH2:53][CH2:52][NH:51][CH2:50]1)=O, predict the reaction product.